This data is from Peptide-MHC class II binding affinity with 134,281 pairs from IEDB. The task is: Regression. Given a peptide amino acid sequence and an MHC pseudo amino acid sequence, predict their binding affinity value. This is MHC class II binding data. (1) The binding affinity (normalized) is 0.423. The MHC is HLA-DPA10301-DPB10402 with pseudo-sequence HLA-DPA10301-DPB10402. The peptide sequence is PRSPTVFYNIPPMPLPPSQL. (2) The binding affinity (normalized) is 0.248. The MHC is HLA-DQA10501-DQB10201 with pseudo-sequence HLA-DQA10501-DQB10201. The peptide sequence is APSMEEVAAAAVAVT. (3) The peptide sequence is EKKYFAATQFEPLMA. The MHC is DRB1_1602 with pseudo-sequence DRB1_1602. The binding affinity (normalized) is 0.530. (4) The peptide sequence is AAATAGTTVCGAFAA. The MHC is HLA-DQA10401-DQB10402 with pseudo-sequence HLA-DQA10401-DQB10402. The binding affinity (normalized) is 0.438. (5) The peptide sequence is GELQIVDKTDAAFKI. The MHC is DRB1_0101 with pseudo-sequence DRB1_0101. The binding affinity (normalized) is 0.431. (6) The peptide sequence is NPQKENDQYIFTGQP. The MHC is DRB5_0101 with pseudo-sequence DRB5_0101. The binding affinity (normalized) is 0. (7) The peptide sequence is QEMENFLGPIAVGGL. The MHC is HLA-DQA10501-DQB10303 with pseudo-sequence HLA-DQA10501-DQB10303. The binding affinity (normalized) is 0.616.